Predict which catalyst facilitates the given reaction. From a dataset of Catalyst prediction with 721,799 reactions and 888 catalyst types from USPTO. (1) Product: [NH2:7][C@@H:8]1[C:9](=[O:24])[NH:10][C:11]2[CH:23]=[CH:22][CH:21]=[CH:20][C:12]=2[N:13]([CH2:15][C:16]([F:19])([F:18])[F:17])[CH2:14]1. The catalyst class is: 12. Reactant: C(OC(=O)[NH:7][C@H:8]1[CH2:14][N:13]([CH2:15][C:16]([F:19])([F:18])[F:17])[C:12]2[CH:20]=[CH:21][CH:22]=[CH:23][C:11]=2[NH:10][C:9]1=[O:24])(C)(C)C.Cl. (2) Reactant: [C:1]([C@H:3]1[C@@H:7](/[CH:8]=[CH:9]/[CH2:10][CH2:11][CH2:12][CH2:13][CH2:14][CH2:15][CH2:16][CH2:17][CH2:18][CH2:19][CH2:20][CH2:21][CH3:22])[O:6][C:5]([CH3:24])([CH3:23])[N:4]1[C:25]([O:27][C:28]([CH3:31])([CH3:30])[CH3:29])=[O:26])#[N:2].[NH2:32][OH:33]. Product: [OH:33]/[N:32]=[C:1](/[C@H:3]1[C@@H:7](/[CH:8]=[CH:9]/[CH2:10][CH2:11][CH2:12][CH2:13][CH2:14][CH2:15][CH2:16][CH2:17][CH2:18][CH2:19][CH2:20][CH2:21][CH3:22])[O:6][C:5]([CH3:23])([CH3:24])[N:4]1[C:25]([O:27][C:28]([CH3:29])([CH3:31])[CH3:30])=[O:26])\[NH2:2]. The catalyst class is: 14. (3) Reactant: Cl.[NH2:2][CH2:3][C:4](=O)[CH2:5][CH2:6][C:7]([OH:9])=[O:8].[Cl:11][C:12]1[CH:17]=[CH:16][C:15]([S:18]([CH2:21][C:22](=O)[CH3:23])(=[O:20])=[O:19])=[CH:14][CH:13]=1.C([O-])(=O)C.[Na+].[OH-].[K+]. Product: [Cl:11][C:12]1[CH:17]=[CH:16][C:15]([S:18]([C:21]2[C:4]([CH2:5][CH2:6][C:7]([OH:9])=[O:8])=[CH:3][NH:2][C:22]=2[CH3:23])(=[O:20])=[O:19])=[CH:14][CH:13]=1. The catalyst class is: 97. (4) Reactant: [C:1]1([S:7]([C:10]2[CH:18]=[CH:17][C:16]3[N:15]([CH2:19][CH3:20])[C:14]4[CH2:21][CH:22]5[NH:26][CH:25]([C:13]=4[C:12]=3[C:11]=2C(OC(C)(C)C)=O)[CH2:24][CH2:23]5)(=[O:9])=[O:8])[CH:6]=[CH:5][CH:4]=[CH:3][CH:2]=1.[ClH:34]. Product: [ClH:34].[C:1]1([S:7]([C:10]2[CH:11]=[C:12]3[C:16](=[CH:17][CH:18]=2)[N:15]([CH2:19][CH3:20])[C:14]2[CH2:21][CH:22]4[NH:26][CH:25]([C:13]3=2)[CH2:24][CH2:23]4)(=[O:8])=[O:9])[CH:2]=[CH:3][CH:4]=[CH:5][CH:6]=1. The catalyst class is: 27. (5) Reactant: [Br:1][C:2]1[N:7]=[C:6]([NH:8][C@@H:9]([CH:11]2[CH2:16][CH2:15][O:14][CH2:13][CH2:12]2)[CH3:10])[CH:5]=[CH:4][CH:3]=1.[Cl:17]N1C(=O)CCC1=O. Product: [Br:1][C:2]1[N:7]=[C:6]([NH:8][C@@H:9]([CH:11]2[CH2:16][CH2:15][O:14][CH2:13][CH2:12]2)[CH3:10])[CH:5]=[CH:4][C:3]=1[Cl:17]. The catalyst class is: 10. (6) Reactant: Br[C:2]1[CH:7]=[CH:6][C:5]([C@@H:8]([C:16]2[CH:21]=[CH:20][CH:19]=[CH:18][CH:17]=2)[NH:9][S@:10]([C:12]([CH3:15])([CH3:14])[CH3:13])=[O:11])=[CH:4][CH:3]=1.[CH3:22][PH:23]([O-])([O-:27])[O:24][CH2:25][CH3:26].CCN(CC)CC. Product: [CH3:13][C:12]([CH3:15])([S@:10]([NH:9][C@@H:8]([C:16]1[CH:21]=[CH:20][CH:19]=[CH:18][CH:17]=1)[C:5]1[CH:6]=[CH:7][C:2]([P:23]([CH3:22])(=[O:27])[O:24][CH2:25][CH3:26])=[CH:3][CH:4]=1)=[O:11])[CH3:14]. The catalyst class is: 450. (7) Reactant: IC.[H-].[Na+].[O:5]=[C:6]1[N:10]([C@@H:11]([C:13]2[CH:18]=[CH:17][CH:16]=[CH:15][CH:14]=2)[CH3:12])[CH2:9][CH:8]([C:19]([O:21][C:22]([CH3:25])([CH3:24])[CH3:23])=[O:20])[CH2:7]1.[C:26](O)(=O)CC(CC(O)=O)(C(O)=O)O. Product: [CH3:26][C@:8]1([C:19]([O:21][C:22]([CH3:24])([CH3:23])[CH3:25])=[O:20])[CH2:7][C:6](=[O:5])[N:10]([C@@H:11]([C:13]2[CH:14]=[CH:15][CH:16]=[CH:17][CH:18]=2)[CH3:12])[CH2:9]1. The catalyst class is: 3. (8) Reactant: [CH2:1]([O:3][C:4](=[O:20])/[CH:5]=[C:6](/[O:8][C:9]1[CH:14]=[CH:13][C:12]([CH2:15][C:16]([OH:19])([CH3:18])[CH3:17])=[CH:11][CH:10]=1)\[CH3:7])[CH3:2].[Br:21]N1C(=O)CCC1=O.N(C(C)(CC(C)C)C#N)=NC(C)(CC(C)C)C#N. Product: [CH2:1]([O:3][C:4](=[O:20])/[CH:5]=[C:6](/[O:8][C:9]1[CH:10]=[CH:11][C:12]([CH2:15][C:16]([OH:19])([CH3:18])[CH3:17])=[CH:13][CH:14]=1)\[CH2:7][Br:21])[CH3:2]. The catalyst class is: 4. (9) Reactant: [Cl:1][C:2]1[N:7]=[CH:6][C:5]([OH:8])=[CH:4][CH:3]=1.Cl[C:10]1[CH:11]=[CH:12][C:13]([N+:25]([O-:27])=[O:26])=[C:14]([CH2:16][NH:17][C:18](=[O:24])[O:19][C:20]([CH3:23])([CH3:22])[CH3:21])[CH:15]=1.[H-].[Na+]. Product: [Cl:1][C:2]1[N:7]=[CH:6][C:5]([O:8][C:10]2[CH:11]=[CH:12][C:13]([N+:25]([O-:27])=[O:26])=[C:14]([CH2:16][NH:17][C:18](=[O:24])[O:19][C:20]([CH3:23])([CH3:21])[CH3:22])[CH:15]=2)=[CH:4][CH:3]=1. The catalyst class is: 60. (10) Reactant: [CH3:1][C:2]1[CH:7]=[CH:6][CH:5]=[CH:4][N:3]=1.[CH2:8]([Br:15])[C:9]1[CH:14]=[CH:13][CH:12]=[CH:11][CH:10]=1. Product: [Br-:15].[CH2:8]([N+:3]1[CH:4]=[CH:5][CH:6]=[CH:7][C:2]=1[CH3:1])[C:9]1[CH:14]=[CH:13][CH:12]=[CH:11][CH:10]=1. The catalyst class is: 21.